Dataset: NCI-60 drug combinations with 297,098 pairs across 59 cell lines. Task: Regression. Given two drug SMILES strings and cell line genomic features, predict the synergy score measuring deviation from expected non-interaction effect. Synergy scores: CSS=71.0, Synergy_ZIP=1.86, Synergy_Bliss=1.58, Synergy_Loewe=-3.90, Synergy_HSA=3.17. Cell line: MOLT-4. Drug 2: COC1=NC(=NC2=C1N=CN2C3C(C(C(O3)CO)O)O)N. Drug 1: C1CCC(CC1)NC(=O)N(CCCl)N=O.